Dataset: Full USPTO retrosynthesis dataset with 1.9M reactions from patents (1976-2016). Task: Predict the reactants needed to synthesize the given product. (1) Given the product [O:28]1[CH2:33][CH2:32][N:31]([C:34]2[S:38][C:37]([C:39]3[NH:25][C:24]4[CH:23]=[CH:22][C:6]([NH:7][C:8](=[O:21])[C:9]5[CH:14]=[CH:13][C:12]([N:15]6[CH2:20][CH2:19][O:18][CH2:17][CH2:16]6)=[CH:11][CH:10]=5)=[CH:5][C:4]=4[N:1]=3)=[CH:36][CH:35]=2)[CH2:30][CH2:29]1, predict the reactants needed to synthesize it. The reactants are: [N+:1]([C:4]1[CH:5]=[C:6]([CH:22]=[CH:23][C:24]=1[N+:25]([O-])=O)[NH:7][C:8](=[O:21])[C:9]1[CH:14]=[CH:13][C:12]([N:15]2[CH2:20][CH2:19][O:18][CH2:17][CH2:16]2)=[CH:11][CH:10]=1)([O-])=O.[O:28]1[CH2:33][CH2:32][N:31]([C:34]2[S:38][C:37]([CH:39]=O)=[CH:36][CH:35]=2)[CH2:30][CH2:29]1. (2) Given the product [N:3]1[CH:4]=[CH:5][N:6]=[CH:7][C:2]=1[NH:1][C:15](=[O:16])[O:17][CH2:18][C:19]([Cl:22])([Cl:21])[Cl:20], predict the reactants needed to synthesize it. The reactants are: [NH2:1][C:2]1[CH:7]=[N:6][CH:5]=[CH:4][N:3]=1.N1C=CC=CC=1.Cl[C:15]([O:17][CH2:18][C:19]([Cl:22])([Cl:21])[Cl:20])=[O:16]. (3) Given the product [NH2:13][C:11]1[N:12]=[C:7]([N:1]2[CH2:6][CH2:5][N:4]([C:30](=[O:31])[CH2:29][O:28][C:27]3[CH:33]=[CH:34][C:24]([F:23])=[CH:25][CH:26]=3)[CH2:3][CH2:2]2)[C:8]2[N:16]=[C:15]([C:17]3[CH:18]=[N:19][CH:20]=[CH:21][CH:22]=3)[S:14][C:9]=2[N:10]=1, predict the reactants needed to synthesize it. The reactants are: [N:1]1([C:7]2[C:8]3[N:16]=[C:15]([C:17]4[CH:18]=[N:19][CH:20]=[CH:21][CH:22]=4)[S:14][C:9]=3[N:10]=[C:11]([NH2:13])[N:12]=2)[CH2:6][CH2:5][NH:4][CH2:3][CH2:2]1.[F:23][C:24]1[CH:34]=[CH:33][C:27]([O:28][CH2:29][C:30](O)=[O:31])=[CH:26][CH:25]=1. (4) Given the product [CH2:1]([O:3][C:4]([C:5]1[O:10][C:9]([C:11]2[CH:16]=[CH:15][N:14]=[CH:13][C:12]=2[NH:17][C:18]2[CH:23]=[CH:22][C:21]([I:24])=[CH:20][C:19]=2[F:25])=[N:8][N:7]=1)=[O:26])[CH3:2], predict the reactants needed to synthesize it. The reactants are: [CH2:1]([O:3][C:4](=[O:26])[C:5]([NH:7][NH:8][C:9]([C:11]1[CH:16]=[CH:15][N:14]=[CH:13][C:12]=1[NH:17][C:18]1[CH:23]=[CH:22][C:21]([I:24])=[CH:20][C:19]=1[F:25])=[O:10])=O)[CH3:2].N1C=CC=CC=1.S(Cl)(Cl)=O.CCOC(C)=O. (5) The reactants are: C1COCC1.[CH3:6][N:7]1[CH:11]=[C:10]([CH3:12])[CH:9]=[N:8]1.[Li]CCCC.C(O[B:22]1[O:26][C:25]([CH3:28])([CH3:27])[C:24]([CH3:30])([CH3:29])[O:23]1)(C)C. Given the product [CH3:6][N:7]1[C:11]([B:22]2[O:26][C:25]([CH3:28])([CH3:27])[C:24]([CH3:30])([CH3:29])[O:23]2)=[C:10]([CH3:12])[CH:9]=[N:8]1, predict the reactants needed to synthesize it.